This data is from Catalyst prediction with 721,799 reactions and 888 catalyst types from USPTO. The task is: Predict which catalyst facilitates the given reaction. (1) Reactant: [N:1]1[NH:2][N:3]=[N:4][C:5]=1[C:6]1[CH:7]=[C:8]([C:12]2[C:21]3[C:16](=[C:17]([C:22]4[CH:27]=[CH:26][CH:25]=[CH:24][CH:23]=4)[CH:18]=[CH:19][CH:20]=3)[C:15]([NH:28][CH2:29][C:30]3[CH:35]=[CH:34][CH:33]=[CH:32][CH:31]=3)=[N:14][C:13]=2SC)[CH:9]=[N:10][CH:11]=1.[OH-].[NH4+]. Product: [N:4]1[NH:3][N:2]=[N:1][C:5]=1[C:6]1[CH:7]=[C:8]([C:12]2[C:21]3[C:16](=[C:17]([C:22]4[CH:27]=[CH:26][CH:25]=[CH:24][CH:23]=4)[CH:18]=[CH:19][CH:20]=3)[C:15]([NH:28][CH2:29][C:30]3[CH:35]=[CH:34][CH:33]=[CH:32][CH:31]=3)=[N:14][CH:13]=2)[CH:9]=[N:10][CH:11]=1. The catalyst class is: 171. (2) Reactant: [CH3:1][C@@H:2]1[CH2:6][O:5][C:4](=[O:7])[N:3]1[C:8]1[CH:16]=[CH:15][C:11]([C:12]([OH:14])=O)=[CH:10][CH:9]=1.[ClH:17].[CH:18]1([C:21]2[C:22]([N:28]3[CH2:33][CH2:32][NH:31][CH2:30][CH2:29]3)=[N:23][CH:24]=[C:25]([CH3:27])[CH:26]=2)[CH2:20][CH2:19]1.O.[Cl-].COC1N=C(OC)N=C([N+]2(C)CCOCC2)N=1.CN1CCOCC1.[OH-].[Na+]. Product: [ClH:17].[CH:18]1([C:21]2[C:22]([N:28]3[CH2:33][CH2:32][N:31]([C:12]([C:11]4[CH:10]=[CH:9][C:8]([N:3]5[C@H:2]([CH3:1])[CH2:6][O:5][C:4]5=[O:7])=[CH:16][CH:15]=4)=[O:14])[CH2:30][CH2:29]3)=[N:23][CH:24]=[C:25]([CH3:27])[CH:26]=2)[CH2:19][CH2:20]1. The catalyst class is: 147. (3) Reactant: Cl[C:2]([O:4][CH2:5][C:6]([Cl:9])([Cl:8])[Cl:7])=[O:3].[C:10]1([C@H:16]2[NH:21][CH2:20][C@@H:19]([CH2:22][OH:23])[O:18][CH2:17]2)[CH:15]=[CH:14][CH:13]=[CH:12][CH:11]=1.[OH-].[Na+]. Product: [OH:23][CH2:22][C@H:19]1[O:18][CH2:17][C@@H:16]([C:10]2[CH:11]=[CH:12][CH:13]=[CH:14][CH:15]=2)[N:21]([C:2]([O:4][CH2:5][C:6]([Cl:9])([Cl:8])[Cl:7])=[O:3])[CH2:20]1. The catalyst class is: 7. (4) Reactant: [C:1]1([C:7]2[CH:11]=[C:10]([CH:12]=O)[O:9][N:8]=2)[CH:6]=[CH:5][CH:4]=[CH:3][CH:2]=1.[NH:14]1[CH2:19][CH2:18][CH:17]([CH2:20][C:21]([O:23][CH2:24][CH3:25])=[O:22])[CH2:16][CH2:15]1.C(O[BH-](OC(=O)C)OC(=O)C)(=O)C.C[N+](C)(C)C.C(=O)(O)[O-].[Na+]. Product: [C:1]1([C:7]2[CH:11]=[C:10]([CH2:12][N:14]3[CH2:19][CH2:18][CH:17]([CH2:20][C:21]([O:23][CH2:24][CH3:25])=[O:22])[CH2:16][CH2:15]3)[O:9][N:8]=2)[CH:2]=[CH:3][CH:4]=[CH:5][CH:6]=1. The catalyst class is: 477. (5) Reactant: Cl[C:2]1[N:7]=[N:6][C:5]([NH:8][CH2:9][C:10]([C:13]2[CH:18]=[CH:17][C:16]([F:19])=[CH:15][CH:14]=2)([CH3:12])[CH3:11])=[CH:4][CH:3]=1.[CH:20](B1OB(C=C)OB(C=C)O1)=[CH2:21].C(=O)([O-])[O-].[K+].[K+].O1CCOCC1. Product: [F:19][C:16]1[CH:17]=[CH:18][C:13]([C:10]([CH3:12])([CH3:11])[CH2:9][NH:8][C:5]2[N:6]=[N:7][C:2]([CH:20]=[CH2:21])=[CH:3][CH:4]=2)=[CH:14][CH:15]=1. The catalyst class is: 69. (6) Reactant: [N:1]1[CH:6]=[CH:5][C:4]([C:7]2[NH:11][N:10]=[C:9]([NH:12]C(=O)C)[CH:8]=2)=[CH:3][CH:2]=1. Product: [N:1]1[CH:2]=[CH:3][C:4]([C:7]2[NH:11][N:10]=[C:9]([NH2:12])[CH:8]=2)=[CH:5][CH:6]=1. The catalyst class is: 33. (7) Reactant: Cl.[C:2]([CH2:4][CH2:5][CH2:6][CH:7]1[CH2:12][CH2:11][NH:10][CH2:9][CH2:8]1)#[N:3].[Cl:13][C:14]1[CH:19]=[CH:18][CH:17]=[CH:16][C:15]=1[CH:20]([C:22]1[CH:27]=[CH:26][CH:25]=[CH:24][C:23]=1[Cl:28])Br.C(=O)([O-])[O-].[K+].[K+].C1(C)C=CC=CC=1. Product: [Cl:13][C:14]1[CH:19]=[CH:18][CH:17]=[CH:16][C:15]=1[CH:20]([C:22]1[CH:27]=[CH:26][CH:25]=[CH:24][C:23]=1[Cl:28])[N:10]1[CH2:9][CH2:8][CH:7]([CH2:6][CH2:5][CH2:4][C:2]#[N:3])[CH2:12][CH2:11]1. The catalyst class is: 95. (8) Reactant: [CH2:1]([NH:8][CH:9]([CH3:28])[CH2:10][CH:11]([C:20]1[CH:25]=[CH:24][C:23]([O:26][CH3:27])=[CH:22][CH:21]=1)[C:12]1[CH:17]=[CH:16][C:15]([O:18][CH3:19])=[CH:14][CH:13]=1)[C:2]1[CH:7]=[CH:6][CH:5]=[CH:4][CH:3]=1.[CH2:29]([O:36][C:37]1[CH:42]=[CH:41][C:40]([C@@H:43]([O:46][Si:47]([CH2:52][CH3:53])([CH2:50][CH3:51])[CH2:48][CH3:49])[CH2:44]I)=[CH:39][C:38]=1[NH:54][S:55]([CH3:58])(=[O:57])=[O:56])[C:30]1[CH:35]=[CH:34][CH:33]=[CH:32][CH:31]=1.C(N(CC)C(C)C)(C)C.S([O-])(O)=O.[Na+]. Product: [CH2:1]([N:8]([CH:9]([CH3:28])[CH2:10][CH:11]([C:12]1[CH:17]=[CH:16][C:15]([O:18][CH3:19])=[CH:14][CH:13]=1)[C:20]1[CH:21]=[CH:22][C:23]([O:26][CH3:27])=[CH:24][CH:25]=1)[CH2:44][C@@H:43]([C:40]1[CH:41]=[CH:42][C:37]([O:36][CH2:29][C:30]2[CH:35]=[CH:34][CH:33]=[CH:32][CH:31]=2)=[C:38]([NH:54][S:55]([CH3:58])(=[O:56])=[O:57])[CH:39]=1)[O:46][Si:47]([CH2:50][CH3:51])([CH2:52][CH3:53])[CH2:48][CH3:49])[C:2]1[CH:3]=[CH:4][CH:5]=[CH:6][CH:7]=1. The catalyst class is: 7. (9) Reactant: [F:1][C:2]1([F:27])[CH2:5][CH:4]([C:6]2[CH:11]=[C:10]([C:12](OCC)=[O:13])[CH:9]=[C:8]([O:17][CH2:18][CH3:19])[C:7]=2[C:20]2[CH:25]=[CH:24][C:23]([F:26])=[CH:22][CH:21]=2)[CH2:3]1.[H-].[Al+3].[Li+].[H-].[H-].[H-].O.[OH-].[Na+]. Product: [F:27][C:2]1([F:1])[CH2:3][CH:4]([C:6]2[CH:11]=[C:10]([CH:12]=[O:13])[CH:9]=[C:8]([O:17][CH2:18][CH3:19])[C:7]=2[C:20]2[CH:21]=[CH:22][C:23]([F:26])=[CH:24][CH:25]=2)[CH2:5]1. The catalyst class is: 1.